This data is from Aqueous solubility values for 9,982 compounds from the AqSolDB database. The task is: Regression/Classification. Given a drug SMILES string, predict its absorption, distribution, metabolism, or excretion properties. Task type varies by dataset: regression for continuous measurements (e.g., permeability, clearance, half-life) or binary classification for categorical outcomes (e.g., BBB penetration, CYP inhibition). For this dataset (solubility_aqsoldb), we predict Y. (1) The compound is COc1ccc(N2CCN(c3ccc([N+](=O)[O-])cc3)CC2)cc1. The Y is -6.93 log mol/L. (2) The molecule is CCCCN(CC)c1c([N+](=O)[O-])cc(C(F)(F)F)cc1[N+](=O)[O-]. The Y is -5.53 log mol/L. (3) The molecule is CC(C)(C)C(=O)Oc1ccc2nc(S(N)(=O)=O)sc2c1. The Y is -3.73 log mol/L. (4) The molecule is CCOC(=O)C1OC1(C)c1ccccc1. The Y is -2.31 log mol/L. (5) The molecule is CC1CCC2(OC1)OC1CC3C4CC=C5CC(O)CCC5(C)C4CCC3(C)C1C2C. The Y is -7.32 log mol/L. (6) The compound is CCOS(C)(=O)=O. The Y is 0.402 log mol/L. (7) The drug is CCOc1ccc(C=O)cc1OC. The Y is -2.19 log mol/L. (8) The molecule is O=C(OCc1ccccc1)C(OS(=O)(=O)O)c1ccccc1. The Y is -1.50 log mol/L. (9) The Y is -3.79 log mol/L. The molecule is C=CC(C)CC/C=C(\C)CCC=O.